From a dataset of NCI-60 drug combinations with 297,098 pairs across 59 cell lines. Regression. Given two drug SMILES strings and cell line genomic features, predict the synergy score measuring deviation from expected non-interaction effect. (1) Drug 1: CNC(=O)C1=CC=CC=C1SC2=CC3=C(C=C2)C(=NN3)C=CC4=CC=CC=N4. Drug 2: C1CC(=O)NC(=O)C1N2C(=O)C3=CC=CC=C3C2=O. Cell line: MDA-MB-231. Synergy scores: CSS=0.440, Synergy_ZIP=1.81, Synergy_Bliss=2.88, Synergy_Loewe=-0.366, Synergy_HSA=-0.902. (2) Drug 1: C1=NC(=NC(=O)N1C2C(C(C(O2)CO)O)O)N. Drug 2: CC(C)CN1C=NC2=C1C3=CC=CC=C3N=C2N. Cell line: A498. Synergy scores: CSS=4.39, Synergy_ZIP=-3.70, Synergy_Bliss=-1.21, Synergy_Loewe=-2.99, Synergy_HSA=-3.46. (3) Drug 1: CN(CCCl)CCCl.Cl. Drug 2: C1CN(CCN1C(=O)CCBr)C(=O)CCBr. Cell line: K-562. Synergy scores: CSS=32.1, Synergy_ZIP=-7.77, Synergy_Bliss=-1.58, Synergy_Loewe=-4.91, Synergy_HSA=-0.457. (4) Drug 1: CC1=C(C(CCC1)(C)C)C=CC(=CC=CC(=CC(=O)O)C)C. Drug 2: CCC1=C2CN3C(=CC4=C(C3=O)COC(=O)C4(CC)O)C2=NC5=C1C=C(C=C5)O. Cell line: UACC62. Synergy scores: CSS=36.5, Synergy_ZIP=6.71, Synergy_Bliss=5.92, Synergy_Loewe=-31.4, Synergy_HSA=4.94.